From a dataset of CYP3A4 inhibition data for predicting drug metabolism from PubChem BioAssay. Regression/Classification. Given a drug SMILES string, predict its absorption, distribution, metabolism, or excretion properties. Task type varies by dataset: regression for continuous measurements (e.g., permeability, clearance, half-life) or binary classification for categorical outcomes (e.g., BBB penetration, CYP inhibition). Dataset: cyp3a4_veith. (1) The result is 0 (non-inhibitor). The compound is O=C(NCCc1cccs1)C1CC(c2c(Cl)cccc2Cl)=NO1. (2) The drug is CC1=NN(c2ccc(S(=O)(=O)O)cc2C)C(=[OH+])[C@H]1N=Nc1cc(S(=O)(=O)O)ccc1C(=O)O.O.[Cr]. The result is 0 (non-inhibitor). (3) The molecule is C[C@@]12CCC(=O)C=C1C=C[C@@H]1[C@@H]2CC[C@]2(C)[C@@H]1CC[C@]2(O)CCC(=O)[O-].[K+]. The result is 0 (non-inhibitor).